From a dataset of Catalyst prediction with 721,799 reactions and 888 catalyst types from USPTO. Predict which catalyst facilitates the given reaction. (1) Reactant: [CH:1]([C:3]1[CH:37]=[CH:36][C:6]([CH2:7][N:8]2[C:13](=[O:14])[C:12]([CH2:15][C:16]3[CH:21]=[CH:20][C:19]([C:22]4[C:23]([C:28]#[N:29])=[CH:24][CH:25]=[CH:26][CH:27]=4)=[CH:18][CH:17]=3)=[C:11]([CH2:30][CH2:31][CH3:32])[N:10]3[N:33]=[CH:34][N:35]=[C:9]23)=[CH:5][CH:4]=1)=[O:2].[CH3:38][Mg]Br.[Cl-].[NH4+]. Product: [OH:2][CH:1]([C:3]1[CH:4]=[CH:5][C:6]([CH2:7][N:8]2[C:13](=[O:14])[C:12]([CH2:15][C:16]3[CH:21]=[CH:20][C:19]([C:22]4[C:23]([C:28]#[N:29])=[CH:24][CH:25]=[CH:26][CH:27]=4)=[CH:18][CH:17]=3)=[C:11]([CH2:30][CH2:31][CH3:32])[N:10]3[N:33]=[CH:34][N:35]=[C:9]23)=[CH:36][CH:37]=1)[CH3:38]. The catalyst class is: 7. (2) Reactant: [Cl:1][C:2]1[CH:30]=[CH:29][CH:28]=[CH:27][C:3]=1[CH:4]=[C:5]([C:10]([CH2:12][O:13][CH2:14][CH2:15][N:16]1[C:20](=[O:21])[C:19]2=[CH:22][CH:23]=[CH:24][CH:25]=[C:18]2[C:17]1=[O:26])=O)[C:6]([O:8][CH3:9])=[O:7].[CH2:31]([O:33][C:34](=[O:39])/[CH:35]=[C:36](\[NH2:38])/[CH3:37])[CH3:32]. Product: [Cl:1][C:2]1[CH:30]=[CH:29][CH:28]=[CH:27][C:3]=1[CH:4]1[C:35]([C:34]([O:33][CH2:31][CH3:32])=[O:39])=[C:36]([CH3:37])[NH:38][C:10]([CH2:12][O:13][CH2:14][CH2:15][N:16]2[C:20](=[O:21])[C:19]3[C:18](=[CH:25][CH:24]=[CH:23][CH:22]=3)[C:17]2=[O:26])=[C:5]1[C:6]([O:8][CH3:9])=[O:7]. The catalyst class is: 41.